Task: Predict the reactants needed to synthesize the given product.. Dataset: Full USPTO retrosynthesis dataset with 1.9M reactions from patents (1976-2016) (1) Given the product [CH:1]1([C:4]2[CH:5]=[C:6]([C:25]([O:27][CH2:28][CH3:29])=[O:26])[C:7](=[O:24])[N:8]3[C:13]=2[C:12]([CH3:14])=[C:11]([C:15]2[CH:20]=[CH:19][CH:18]=[C:17]([NH:21][CH2:30][CH3:31])[CH:16]=2)[CH:10]=[CH:9]3)[CH2:3][CH2:2]1, predict the reactants needed to synthesize it. The reactants are: [CH:1]1([C:4]2[CH:5]=[C:6]([C:25]([O:27][CH2:28][CH3:29])=[O:26])[C:7](=[O:24])[N:8]3[C:13]=2[C:12]([CH3:14])=[C:11]([C:15]2[CH:20]=[CH:19][CH:18]=[C:17]([N+:21]([O-])=O)[CH:16]=2)[CH:10]=[CH:9]3)[CH2:3][CH2:2]1.[CH2:30](O)[CH3:31]. (2) Given the product [CH3:27][C:25]1([CH3:26])[C:21]([CH3:22])([CH3:23])[O:20][B:15]([C:2]2[S:1][C:9]3[CH:8]=[CH:7][N:6]=[CH:5][C:4]=3[CH:3]=2)[O:24]1, predict the reactants needed to synthesize it. The reactants are: [S:1]1[C:9]2[CH:8]=[CH:7][N:6]=[CH:5][C:4]=2[CH:3]=[CH:2]1.C([Li])CCC.[B:15]([O:24][CH:25]([CH3:27])[CH3:26])([O:20][CH:21]([CH3:23])[CH3:22])OC(C)C.OC(C(O)(C)C)(C)C.Cl. (3) Given the product [CH2:71]([N:65]1[CH2:64][C:63]2[C:67](=[CH:68][CH:69]=[C:61]([NH:60][C:2]3[CH:3]=[N:4][CH:5]=[CH:6][C:7]=3[C:8]3[CH:13]=[CH:12][CH:11]=[CH:10][CH:9]=3)[CH:62]=2)[C:66]1=[O:70])[CH2:72][CH2:73][CH3:74], predict the reactants needed to synthesize it. The reactants are: Br[C:2]1[CH:3]=[N:4][CH:5]=[CH:6][C:7]=1[C:8]1[CH:13]=[CH:12][CH:11]=[CH:10][CH:9]=1.C1(P(C2C=CC=CC=2)C2C=CC3C(=CC=CC=3)C=2C2C3C(=CC=CC=3)C=CC=2P(C2C=CC=CC=2)C2C=CC=CC=2)C=CC=CC=1.[NH2:60][C:61]1[CH:62]=[C:63]2[C:67](=[CH:68][CH:69]=1)[C:66](=[O:70])[N:65]([CH2:71][CH2:72][CH2:73][CH3:74])[CH2:64]2.CC(C)([O-])C.[Na+]. (4) Given the product [C:16]([O:20][C:21]([NH:23][CH:24]1[CH2:28][CH2:27][N:26]([C:13]([CH:10]2[CH2:11][CH2:12][N:7]([C:4]3[CH:5]=[CH:6][N:1]=[CH:2][CH:3]=3)[CH2:8][CH2:9]2)=[O:14])[CH2:25]1)=[O:22])([CH3:19])([CH3:17])[CH3:18], predict the reactants needed to synthesize it. The reactants are: [N:1]1[CH:6]=[CH:5][C:4]([N:7]2[CH2:12][CH2:11][CH:10]([C:13](Cl)=[O:14])[CH2:9][CH2:8]2)=[CH:3][CH:2]=1.[C:16]([O:20][C:21]([NH:23][CH:24]1[CH2:28][CH2:27][NH:26][CH2:25]1)=[O:22])([CH3:19])([CH3:18])[CH3:17].